This data is from Catalyst prediction with 721,799 reactions and 888 catalyst types from USPTO. The task is: Predict which catalyst facilitates the given reaction. (1) Reactant: [OH:1][CH2:2][C:3]([OH:5])=O.ON1C2C=CC=CC=2N=N1.Cl.C(N=C=NCCCN(C)C)C.[CH:28]12[NH:35][CH:32]([CH2:33][CH2:34]1)[CH2:31][CH:30]([NH:36][C:37]1[CH:38]=[C:39]3[C:43](=[CH:44][CH:45]=1)[NH:42][N:41]=[CH:40]3)[CH2:29]2.C(=O)([O-])O.[Na+]. Product: [NH:42]1[C:43]2[C:39](=[CH:38][C:37]([NH:36][CH:30]3[CH2:31][CH:32]4[N:35]([C:3](=[O:5])[CH2:2][OH:1])[CH:28]([CH2:34][CH2:33]4)[CH2:29]3)=[CH:45][CH:44]=2)[CH:40]=[N:41]1. The catalyst class is: 9. (2) Reactant: [OH-].[Li+].[C:3]([N:6]1[C:15]2[C:10](=[CH:11][C:12]([C:16]3[CH:21]=[CH:20][C:19]([CH2:22][CH2:23][C:24]([O:26]CC)=[O:25])=[CH:18][CH:17]=3)=[CH:13][CH:14]=2)[C@H:9]([NH:29][C:30]([O:32][CH:33]([CH3:35])[CH3:34])=[O:31])[CH2:8][C@@H:7]1[CH3:36])(=[O:5])[CH3:4]. Product: [C:3]([N:6]1[C:15]2[C:10](=[CH:11][C:12]([C:16]3[CH:21]=[CH:20][C:19]([CH2:22][CH2:23][C:24]([OH:26])=[O:25])=[CH:18][CH:17]=3)=[CH:13][CH:14]=2)[C@H:9]([NH:29][C:30]([O:32][CH:33]([CH3:35])[CH3:34])=[O:31])[CH2:8][C@@H:7]1[CH3:36])(=[O:5])[CH3:4]. The catalyst class is: 5. (3) Reactant: [CH2:1]([O:8][C:9]1[N:14]=[C:13]([NH:15][C:16]2[CH:21]=[CH:20][C:19]([CH2:22][CH3:23])=[CH:18][CH:17]=2)[C:12]([N+:24]([O-])=O)=[CH:11][CH:10]=1)[C:2]1[CH:7]=[CH:6][CH:5]=[CH:4][CH:3]=1. Product: [CH2:1]([O:8][C:9]1[N:14]=[C:13]([NH:15][C:16]2[CH:17]=[CH:18][C:19]([CH2:22][CH3:23])=[CH:20][CH:21]=2)[C:12]([NH2:24])=[CH:11][CH:10]=1)[C:2]1[CH:7]=[CH:6][CH:5]=[CH:4][CH:3]=1. The catalyst class is: 565. (4) Reactant: [F:1][C:2]1[CH:8]=[CH:7][C:5]([NH2:6])=[CH:4][C:3]=1[O:9][CH3:10].[F:11][C:12]([F:22])([F:21])[C:13]1[CH:14]=[C:15]([CH:18]=[CH:19][CH:20]=1)[CH:16]=O.O=[C:24]([CH2:28][CH3:29])[C:25]([OH:27])=[O:26]. Product: [F:1][C:2]1[CH:8]=[C:7]2[C:5](=[CH:4][C:3]=1[O:9][CH3:10])[N:6]=[C:16]([C:15]1[CH:18]=[CH:19][CH:20]=[C:13]([C:12]([F:22])([F:21])[F:11])[CH:14]=1)[C:28]([CH3:29])=[C:24]2[C:25]([OH:27])=[O:26]. The catalyst class is: 8. (5) Reactant: C(OC([N:8]1[CH2:13][CH2:12][CH:11]([C:14]2[C:22]3[C:17](=[CH:18][C:19]([F:23])=[CH:20][CH:21]=3)[N:16]([C:24]3[CH:29]=[CH:28][CH:27]=[CH:26][CH:25]=3)[C:15]=2[CH2:30][CH3:31])[CH2:10][CH2:9]1)=O)(C)(C)C.FC(F)(F)C(O)=O. Product: [CH2:30]([C:15]1[N:16]([C:24]2[CH:29]=[CH:28][CH:27]=[CH:26][CH:25]=2)[C:17]2[C:22]([C:14]=1[CH:11]1[CH2:10][CH2:9][NH:8][CH2:13][CH2:12]1)=[CH:21][CH:20]=[C:19]([F:23])[CH:18]=2)[CH3:31]. The catalyst class is: 2. (6) Reactant: [OH:1][C:2]1[C:3]2[O:16][N:15]=[C:14]([C:17]3[CH:22]=[CH:21][C:20]([O:23][CH3:24])=[CH:19][CH:18]=3)[C:4]=2[C:5]([CH3:13])=[N:6][C:7]=1[C:8](OCC)=[O:9].[NH2:25][CH2:26][C:27]([OH:29])=[O:28].C[O-].[Na+]. Product: [OH:1][C:2]1[C:3]2[O:16][N:15]=[C:14]([C:17]3[CH:22]=[CH:21][C:20]([O:23][CH3:24])=[CH:19][CH:18]=3)[C:4]=2[C:5]([CH3:13])=[N:6][C:7]=1[C:8]([NH:25][CH2:26][C:27]([OH:29])=[O:28])=[O:9]. The catalyst class is: 389. (7) Reactant: [C:1]([C:4]1[CH:11]=[CH:10][CH:9]=[CH:8][C:5]=1[CH:6]=[O:7])([OH:3])=O.[CH3:12][CH:13]([CH2:18][C:19]([CH3:22])([CH3:21])[CH3:20])[CH2:14][PH:15](=[O:17])[OH:16]. Product: [O:3]=[C:1]1[C:4]2[C:5](=[CH:8][CH:9]=[CH:10][CH:11]=2)[CH:6]([P:15]([CH2:14][CH:13]([CH3:12])[CH2:18][C:19]([CH3:22])([CH3:21])[CH3:20])(=[O:16])[OH:17])[O:7]1. The catalyst class is: 113. (8) Reactant: [OH:1][NH:2][C:3](=[O:38])[CH2:4][C@@:5]1([C:22]2[S:23][C:24]([C:27]3[CH:32]=[CH:31][C:30]([C:33]4[O:37][CH:36]=[N:35][CH:34]=4)=[CH:29][CH:28]=3)=[CH:25][CH:26]=2)[S:11](=[O:13])(=[O:12])[CH2:10][CH2:9][N:8]([C:14]([C:16]2[CH:21]=[CH:20][CH:19]=[CH:18][N:17]=2)=[O:15])[CH2:7][CH2:6]1.[ClH:39].CO. Product: [ClH:39].[OH:1][NH:2][C:3](=[O:38])[CH2:4][C:5]1([C:22]2[S:23][C:24]([C:27]3[CH:32]=[CH:31][C:30]([C:33]4[O:37][CH:36]=[N:35][CH:34]=4)=[CH:29][CH:28]=3)=[CH:25][CH:26]=2)[S:11](=[O:13])(=[O:12])[CH2:10][CH2:9][N:8]([C:14]([C:16]2[CH:21]=[CH:20][CH:19]=[CH:18][N:17]=2)=[O:15])[CH2:7][CH2:6]1. The catalyst class is: 5. (9) Reactant: CC(C)([O-])C.[K+].[C:7]([O:11][C:12](=[O:23])[NH:13][CH2:14][CH2:15][C:16]1[CH:21]=[CH:20][C:19]([OH:22])=[CH:18][CH:17]=1)([CH3:10])([CH3:9])[CH3:8].Cl[C:25]1[CH:33]=[CH:32][C:28]([C:29]([NH2:31])=[O:30])=[CH:27][N:26]=1. Product: [C:7]([O:11][C:12](=[O:23])[NH:13][CH2:14][CH2:15][C:16]1[CH:21]=[CH:20][C:19]([O:22][C:25]2[CH:33]=[CH:32][C:28]([C:29](=[O:30])[NH2:31])=[CH:27][N:26]=2)=[CH:18][CH:17]=1)([CH3:10])([CH3:8])[CH3:9]. The catalyst class is: 7.